This data is from Forward reaction prediction with 1.9M reactions from USPTO patents (1976-2016). The task is: Predict the product of the given reaction. (1) Given the reactants [CH2:1](Br)[CH:2]([CH3:4])[CH3:3].[Cl:6][C:7]1[CH:14]=[CH:13][CH:12]=[CH:11][C:8]=1[C:9]#[N:10].[BH4-].[Na+], predict the reaction product. The product is: [Cl:6][C:7]1[CH:14]=[CH:13][CH:12]=[CH:11][C:8]=1[CH:9]([NH2:10])[CH2:1][CH:2]([CH3:4])[CH3:3]. (2) Given the reactants CO[C:3]1[CH:8]=[CH:7][C:6]([O:9]C)=[CH:5][C:4]=1[CH2:11][C:12]([C:14]1[CH:19]=[CH:18][C:17]([O:20]C)=[CH:16][C:15]=1F)=[O:13].Cl, predict the reaction product. The product is: [OH:20][C:17]1[CH:18]=[CH:19][C:14]([C:12]2[O:13][C:3]3[CH:8]=[CH:7][C:6]([OH:9])=[CH:5][C:4]=3[CH:11]=2)=[CH:15][CH:16]=1. (3) Given the reactants [CH:1]([N:5]1[C:9](=[O:10])[N:8]([C:11]2[CH:16]=[CH:15][C:14]([N:17]3[CH2:22][CH2:21][N:20]([C:23]4[CH:28]=[CH:27][C:26]([O:29]C)=[CH:25][CH:24]=4)[CH2:19][CH2:18]3)=[C:13]([F:31])[CH:12]=2)[CH:7]=[N:6]1)([CH2:3][CH3:4])[CH3:2].Br.C([O-])([O-])=O.[Na+].[Na+], predict the reaction product. The product is: [CH:1]([N:5]1[C:9](=[O:10])[N:8]([C:11]2[CH:16]=[CH:15][C:14]([N:17]3[CH2:18][CH2:19][N:20]([C:23]4[CH:24]=[CH:25][C:26]([OH:29])=[CH:27][CH:28]=4)[CH2:21][CH2:22]3)=[C:13]([F:31])[CH:12]=2)[CH:7]=[N:6]1)([CH2:3][CH3:4])[CH3:2].